Task: Predict the reaction yield, written as a fraction of the theoretical maximum amount of product (1.0 means a 100% yield; for example, 0.34 means a 34% yield).. Dataset: Reaction yield outcomes from USPTO patents with 853,638 reactions (1) The reactants are [NH2:1][NH2:2].[CH3:3][CH:4]([CH3:11])[CH2:5][CH2:6][C:7](OC)=[O:8]. The catalyst is CO. The product is [CH3:3][CH:4]([CH3:11])[CH2:5][CH2:6][C:7]([NH:1][NH2:2])=[O:8]. The yield is 0.930. (2) The reactants are [CH2:1]1[CH2:11][C:9](=[O:10])[C:8]2[C:3](=[CH:4][CH:5]=[CH:6][CH:7]=2)[CH2:2]1. The catalyst is CC(O)C. The product is [CH2:1]1[CH2:2][C:3]2[C:8](=[CH:7][CH:6]=[CH:5][CH:4]=2)[C@H:9]([OH:10])[CH2:11]1. The yield is 0.984. (3) The reactants are [O:1]([CH2:8][C:9]1[CH:17]=[CH:16][CH:15]=[CH:14][C:10]=1[C:11]([OH:13])=O)[C:2]1[CH:7]=[CH:6][CH:5]=[CH:4][CH:3]=1.FC(F)(F)C(OC(=O)C(F)(F)F)=O.B(F)(F)F.CCOCC. The yield is 0.980. The catalyst is C(Cl)Cl. The product is [CH:4]1[C:3]2[C:11](=[O:13])[C:10]3[CH:14]=[CH:15][CH:16]=[CH:17][C:9]=3[CH2:8][O:1][C:2]=2[CH:7]=[CH:6][CH:5]=1. (4) The reactants are C([C@H]1COC(=O)N1[C:14](=[O:24])[C@H:15]([C:17]1[CH:22]=[CH:21][C:20]([F:23])=[CH:19][CH:18]=1)[CH3:16])C1C=CC=CC=1.[BH4-].[Na+]. The catalyst is C1COCC1.O. The product is [F:23][C:20]1[CH:19]=[CH:18][C:17]([C@H:15]([CH3:16])[CH2:14][OH:24])=[CH:22][CH:21]=1. The yield is 0.970. (5) The reactants are [OH:1][C:2]1[CH:28]=[CH:27][C:5]2[C:6]([CH2:9][CH2:10][C:11]3[N:12]=[C:13]([C:19]4[CH:24]=[CH:23][C:22]([Cl:25])=[CH:21][C:20]=4[Cl:26])[O:14][C:15]=3[CH:16]([CH3:18])[CH3:17])=[N:7][O:8][C:4]=2[CH:3]=1.C(=O)([O-])[O-].[K+].[K+].[CH2:35](Br)[CH:36]=[CH2:37]. The catalyst is CC(C)=O. The product is [CH2:37]([O:1][C:2]1[CH:28]=[CH:27][C:5]2[C:6]([CH2:9][CH2:10][C:11]3[N:12]=[C:13]([C:19]4[CH:24]=[CH:23][C:22]([Cl:25])=[CH:21][C:20]=4[Cl:26])[O:14][C:15]=3[CH:16]([CH3:18])[CH3:17])=[N:7][O:8][C:4]=2[CH:3]=1)[CH:36]=[CH2:35]. The yield is 0.770.